This data is from Forward reaction prediction with 1.9M reactions from USPTO patents (1976-2016). The task is: Predict the product of the given reaction. (1) The product is: [F:19][C:16]([F:17])([F:18])[C:15]([NH:14][CH2:13][C:12]1[CH:21]=[CH:22][C:23]([F:24])=[C:10]([CH:4]2[CH2:3][CH:2]3[N:9]([C:43]([C:31]4[C:32]5[C:37](=[C:36]([O:38][C:39]([F:42])([F:40])[F:41])[CH:35]=[CH:34][CH:33]=5)[N:29]([CH2:28][CH2:27][O:26][CH3:25])[CH:30]=4)=[O:44])[CH:6]([CH2:7][CH2:8]3)[CH2:5]2)[CH:11]=1)=[O:20]. Given the reactants Cl.[CH:2]12[NH:9][CH:6]([CH2:7][CH2:8]1)[CH2:5][CH:4]([C:10]1[CH:11]=[C:12]([CH:21]=[CH:22][C:23]=1[F:24])[CH2:13][NH:14][C:15](=[O:20])[C:16]([F:19])([F:18])[F:17])[CH2:3]2.[CH3:25][O:26][CH2:27][CH2:28][N:29]1[C:37]2[C:32](=[CH:33][CH:34]=[CH:35][C:36]=2[O:38][C:39]([F:42])([F:41])[F:40])[C:31]([C:43](O)=[O:44])=[CH:30]1.CCN=C=NCCCN(C)C.Cl, predict the reaction product. (2) Given the reactants [CH:1]1([C:4]2[NH:8][N:7]=[C:6]([NH:9][C:10]3[CH:15]=[CH:14][N:13]=[C:12]([NH:16]C(C4C5C=CN(S(C6C=CC(C)=CC=6)(=O)=O)C=5C=CN=4)C)[N:11]=3)[CH:5]=2)[CH2:3][CH2:2]1.[OH-].[Na+], predict the reaction product. The product is: [CH:1]1([C:4]2[NH:8][N:7]=[C:6]([NH:9][C:10]3[CH:15]=[CH:14][N:13]=[C:12]([NH2:16])[N:11]=3)[CH:5]=2)[CH2:3][CH2:2]1. (3) Given the reactants Cl[CH2:2][CH2:3][N:4]1[CH2:9][CH2:8][CH2:7][CH2:6][CH2:5]1.[Cl:10][C:11]1[CH:16]=[CH:15][C:14]([C@@H:17]2[C@:19]3([C:27]4[C:22](=[CH:23][CH:24]=[CH:25][CH:26]=4)[NH:21][C:20]3=[O:28])[CH2:18]2)=[CH:13][CH:12]=1, predict the reaction product. The product is: [Cl:10][C:11]1[CH:12]=[CH:13][C:14]([C@H:17]2[C@@:19]3([C:27]4[C:22](=[CH:23][CH:24]=[CH:25][CH:26]=4)[N:21]([CH2:2][CH2:3][N:4]4[CH2:9][CH2:8][CH2:7][CH2:6][CH2:5]4)[C:20]3=[O:28])[CH2:18]2)=[CH:15][CH:16]=1. (4) The product is: [C:1]([O:5][C:6]([N:8]1[CH2:12][CH2:11][C@H:10]([C@@H:13]([OH:16])[CH2:14][CH3:15])[CH2:9]1)=[O:7])([CH3:4])([CH3:3])[CH3:2]. Given the reactants [C:1]([O:5][C:6]([N:8]1[CH2:12][CH2:11][C@H:10]([CH:13]([OH:16])[CH2:14][CH3:15])[CH2:9]1)=[O:7])([CH3:4])([CH3:3])[CH3:2], predict the reaction product.